This data is from Forward reaction prediction with 1.9M reactions from USPTO patents (1976-2016). The task is: Predict the product of the given reaction. Given the reactants C1COCC1.[NH2:6][C:7]1[CH:16]=[CH:15][C:10]([C:11]([O:13][CH3:14])=[O:12])=[CH:9][C:8]=1[S:17]([CH3:20])(=[O:19])=[O:18].[H-].[Na+].[Cl:23][C:24]1[CH:37]=[CH:36][C:27]2[S:28][C:29]([S:32](Cl)(=[O:34])=[O:33])=[C:30]([CH3:31])[C:26]=2[CH:25]=1, predict the reaction product. The product is: [Cl:23][C:24]1[CH:37]=[CH:36][C:27]2[S:28][C:29]([S:32]([NH:6][C:7]3[CH:16]=[CH:15][C:10]([C:11]([O:13][CH3:14])=[O:12])=[CH:9][C:8]=3[S:17]([CH3:20])(=[O:19])=[O:18])(=[O:33])=[O:34])=[C:30]([CH3:31])[C:26]=2[CH:25]=1.